Task: Predict the product of the given reaction.. Dataset: Forward reaction prediction with 1.9M reactions from USPTO patents (1976-2016) (1) Given the reactants [F:1][C:2]([F:31])([F:30])[C:3]1[CH:29]=[CH:28][CH:27]=[CH:26][C:4]=1[C:5]([C:7]1[N:11]2[CH:12]=[CH:13][CH:14]=[CH:15][C:10]2=[C:9]([C:16]2[CH:25]=[CH:24][C:19]([C:20]([O:22]C)=[O:21])=[CH:18][CH:17]=2)[N:8]=1)=[O:6].[Li+].[OH-], predict the reaction product. The product is: [F:31][C:2]([F:1])([F:30])[C:3]1[CH:29]=[CH:28][CH:27]=[CH:26][C:4]=1[C:5]([C:7]1[N:11]2[CH:12]=[CH:13][CH:14]=[CH:15][C:10]2=[C:9]([C:16]2[CH:25]=[CH:24][C:19]([C:20]([OH:22])=[O:21])=[CH:18][CH:17]=2)[N:8]=1)=[O:6]. (2) The product is: [OH:19][C:14]1[CH:15]=[CH:16][CH:17]=[CH:18][C:13]=1[C:8]1[N:31]([CH2:23][CH2:24][C:25]2[CH:30]=[CH:29][CH:28]=[CH:27][CH:26]=2)[C:10](=[O:12])[C:11]2[C:6](=[CH:5][CH:4]=[CH:3][C:2]=2[CH3:1])[N:7]=1. Given the reactants [CH3:1][C:2]1[C:11]2[C:10](=[O:12])O[C:8]([C:13]3[CH:18]=[CH:17][CH:16]=[CH:15][C:14]=3[O:19]C(=O)C)=[N:7][C:6]=2[CH:5]=[CH:4][CH:3]=1.[CH2:23]([NH2:31])[CH2:24][C:25]1[CH:30]=[CH:29][CH:28]=[CH:27][CH:26]=1, predict the reaction product. (3) Given the reactants [CH:1]1([N:6]2[C:11]3[N:12]=[C:13](S(C)(=O)=O)[N:14]=[CH:15][C:10]=3[CH:9]=[C:8]([CH2:20][CH3:21])[C:7]2=[O:22])[CH2:5][CH2:4][CH2:3][CH2:2]1.[NH2:23][C:24]1[N:29]=[CH:28][C:27]([N:30]2[CH2:35][CH2:34][CH:33]([OH:36])[CH2:32][CH2:31]2)=[CH:26][CH:25]=1, predict the reaction product. The product is: [CH:1]1([N:6]2[C:11]3[N:12]=[C:13]([NH:23][C:24]4[N:29]=[CH:28][C:27]([N:30]5[CH2:35][CH2:34][CH:33]([OH:36])[CH2:32][CH2:31]5)=[CH:26][CH:25]=4)[N:14]=[CH:15][C:10]=3[CH:9]=[C:8]([CH2:20][CH3:21])[C:7]2=[O:22])[CH2:5][CH2:4][CH2:3][CH2:2]1. (4) Given the reactants [CH3:1][C:2]1([CH3:24])[C:4]([CH3:6])([CH3:5])[CH:3]1[C:7]([NH:9][C:10]1[S:18][C:13]2[CH2:14][O:15][CH2:16][CH2:17][C:12]=2[C:11]=1[C:19]([O:21]CC)=O)=[O:8].[CH2:25]([NH2:27])[CH3:26], predict the reaction product. The product is: [CH2:25]([NH:27][C:19]([C:11]1[C:12]2[CH2:17][CH2:16][O:15][CH2:14][C:13]=2[S:18][C:10]=1[NH:9][C:7]([CH:3]1[C:4]([CH3:5])([CH3:6])[C:2]1([CH3:1])[CH3:24])=[O:8])=[O:21])[CH3:26]. (5) Given the reactants [CH2:1]([N:8]1[C:16]2[C:11](=[CH:12][C:13]([N+:17]([O-])=O)=[CH:14][CH:15]=2)[CH:10]=[N:9]1)[C:2]1[CH:7]=[CH:6][CH:5]=[CH:4][CH:3]=1.[H][H], predict the reaction product. The product is: [NH2:17][C:13]1[CH:12]=[C:11]2[C:16](=[CH:15][CH:14]=1)[N:8]([CH2:1][C:2]1[CH:3]=[CH:4][CH:5]=[CH:6][CH:7]=1)[N:9]=[CH:10]2. (6) Given the reactants [CH3:1][C:2]1[N:3]([C:8]2[CH:13]=[CH:12][CH:11]=[CH:10][CH:9]=2)[C:4]([NH2:7])=[CH:5][N:6]=1.CCN(C(C)C)C(C)C.[C:23]([CH2:25][C:26](O)=[O:27])#[N:24].C(N=C=NCCCN(C)C)C.Cl, predict the reaction product. The product is: [C:23]([CH2:25][C:26]([NH:7][C:4]1[N:3]([C:8]2[CH:9]=[CH:10][CH:11]=[CH:12][CH:13]=2)[C:2]([CH3:1])=[N:6][CH:5]=1)=[O:27])#[N:24].